Task: Predict the reaction yield, written as a fraction of the theoretical maximum amount of product (1.0 means a 100% yield; for example, 0.34 means a 34% yield).. Dataset: Reaction yield outcomes from USPTO patents with 853,638 reactions The reactants are [F:1][C:2]1[CH:7]=[C:6]([F:8])[C:5]([F:9])=[CH:4][C:3]=1[N:10]=[C:11]=S.[NH:13]([C:15](=[O:38])[C:16]([NH:18][C:19]1[CH:24]=[CH:23][C:22]([C@H:25]2[CH2:30][CH2:29][C@H:28]([CH:31]([CH3:37])[C:32]([O:34][CH2:35][CH3:36])=[O:33])[CH2:27][CH2:26]2)=[CH:21][CH:20]=1)=[O:17])[NH2:14].CCN=C=NCCCN(C)C.O. The catalyst is CC(N(C)C)=O. The product is [F:1][C:2]1[CH:7]=[C:6]([F:8])[C:5]([F:9])=[CH:4][C:3]=1[NH:10][C:11]1[O:38][C:15]([C:16]([NH:18][C:19]2[CH:24]=[CH:23][C:22]([C@H:25]3[CH2:30][CH2:29][C@H:28]([CH:31]([CH3:37])[C:32]([O:34][CH2:35][CH3:36])=[O:33])[CH2:27][CH2:26]3)=[CH:21][CH:20]=2)=[O:17])=[N:13][N:14]=1. The yield is 0.950.